Dataset: Full USPTO retrosynthesis dataset with 1.9M reactions from patents (1976-2016). Task: Predict the reactants needed to synthesize the given product. Given the product [C:20]([OH:38])(=[O:19])[CH:21]=[CH2:22].[C:10]([O:16][CH2:17][CH3:18])(=[O:38])[CH:2]=[CH2:3], predict the reactants needed to synthesize it. The reactants are: [Na].[C:2]([C:10]([O:16][CH2:17][CH2:18][O:19][C:20]1C=CC=[CH:22][CH:21]=1)(S([O-])(=O)=O)C)(CC(C)(C)C)(C)[CH3:3].[Na+].S1C2C=CC=CC=2C=N1.FF.[OH2:38].